This data is from Forward reaction prediction with 1.9M reactions from USPTO patents (1976-2016). The task is: Predict the product of the given reaction. Given the reactants [CH3:1][O:2][C:3]1[N:8]=[CH:7][C:6]2[CH2:9][C:10](=[O:12])[NH:11][C:5]=2[CH:4]=1.[Cl:13][C:14]1[C:15]([F:22])=[C:16]([CH:19]=[CH:20][CH:21]=1)[CH:17]=O.N1CCCCC1, predict the reaction product. The product is: [Cl:13][C:14]1[C:15]([F:22])=[C:16]([CH:19]=[CH:20][CH:21]=1)/[CH:17]=[C:9]1\[C:10](=[O:12])[NH:11][C:5]2[CH:4]=[C:3]([O:2][CH3:1])[N:8]=[CH:7][C:6]\1=2.